From a dataset of Full USPTO retrosynthesis dataset with 1.9M reactions from patents (1976-2016). Predict the reactants needed to synthesize the given product. (1) Given the product [NH2:1][C:2]1[N:3]=[C:4]([C:22]2[CH:27]=[CH:26][CH:25]=[CH:24][CH:23]=2)[C:5]([C:12]2[CH:13]=[CH:14][C:15](=[O:21])[N:16]([CH:18]([CH3:20])[CH3:19])[N:17]=2)=[N:6][C:7]=1[O:29][CH3:28], predict the reactants needed to synthesize it. The reactants are: [NH2:1][C:2]1[N:3]=[C:4]([C:22]2[CH:27]=[CH:26][CH:25]=[CH:24][CH:23]=2)[C:5]([C:12]2[CH:13]=[CH:14][C:15](=[O:21])[N:16]([CH:18]([CH3:20])[CH3:19])[N:17]=2)=[N:6][C:7]=1S(C)(=O)=O.[CH3:28][O-:29].[Na+].O. (2) Given the product [C:1]([O:5][C:6]([N:8]1[CH2:13][CH2:12][N:11]([C:14]2[CH:19]=[CH:18][C:17]([NH:20][C:31]([NH:30][C:24]3[CH:25]=[C:26]([CH3:29])[CH:27]=[CH:28][C:23]=3[O:22][CH3:21])=[O:32])=[CH:16][N:15]=2)[CH2:10][CH2:9]1)=[O:7])([CH3:4])([CH3:2])[CH3:3], predict the reactants needed to synthesize it. The reactants are: [C:1]([O:5][C:6]([N:8]1[CH2:13][CH2:12][N:11]([C:14]2[CH:19]=[CH:18][C:17]([NH2:20])=[CH:16][N:15]=2)[CH2:10][CH2:9]1)=[O:7])([CH3:4])([CH3:3])[CH3:2].[CH3:21][O:22][C:23]1[CH:28]=[CH:27][C:26]([CH3:29])=[CH:25][C:24]=1[N:30]=[C:31]=[O:32].CO. (3) Given the product [CH2:1]([N:8]1[N:12]=[C:11]([CH:13]2[CH2:18][CH2:17][N:16]([C:19]3[CH:24]=[CH:23][C:22]([NH:25][CH2:26][C:27]4[O:28][C:29]([N+:32]([O-:34])=[O:33])=[CH:30][CH:31]=4)=[CH:21][CH:20]=3)[CH2:15][CH2:14]2)[O:10][C:9]1=[O:35])[C:2]1[CH:3]=[CH:4][CH:5]=[CH:6][CH:7]=1, predict the reactants needed to synthesize it. The reactants are: [CH2:1]([N:8]1[N:12]=[C:11]([CH:13]2[CH2:18][CH2:17][N:16]([C:19]3[CH:24]=[CH:23][C:22](/[N:25]=[CH:26]/[C:27]4[O:28][C:29]([N+:32]([O-:34])=[O:33])=[CH:30][CH:31]=4)=[CH:21][CH:20]=3)[CH2:15][CH2:14]2)[O:10][C:9]1=[O:35])[C:2]1[CH:7]=[CH:6][CH:5]=[CH:4][CH:3]=1.C([BH3-])#N.[Na+].C(=O)(O)[O-].[Na+]. (4) Given the product [NH:8]1[C:7]2=[CH:2][N:3]=[CH:4][CH:5]=[C:6]2[CH:10]=[CH:9]1, predict the reactants needed to synthesize it. The reactants are: Cl[C:2]1[N:3]=[CH:4][CH:5]=[C:6]2[CH:10]=[CH:9][NH:8][C:7]=12. (5) Given the product [C:1]1([C:26]2[CH:31]=[CH:30][CH:29]=[CH:28][CH:27]=2)[CH:2]=[CH:3][C:4]([CH2:7][CH2:8][C:9]([C:11]2[O:15][C:14]([C:16]3[N:21]=[C:20]([C:22]([OH:24])=[O:23])[CH:19]=[CH:18][CH:17]=3)=[N:13][N:12]=2)=[O:10])=[CH:5][CH:6]=1, predict the reactants needed to synthesize it. The reactants are: [C:1]1([C:26]2[CH:31]=[CH:30][CH:29]=[CH:28][CH:27]=2)[CH:6]=[CH:5][C:4]([CH2:7][CH2:8][C:9]([C:11]2[O:15][C:14]([C:16]3[N:21]=[C:20]([C:22]([O:24]C)=[O:23])[CH:19]=[CH:18][CH:17]=3)=[N:13][N:12]=2)=[O:10])=[CH:3][CH:2]=1. (6) The reactants are: C(NC(C)C)(C)C.[Li]CCCC.[Cl:13][C:14]1[CH:19]=[CH:18][C:17]([N:20]([CH2:34][C:35]2[CH:40]=[CH:39][C:38]([O:41][CH3:42])=[CH:37][CH:36]=2)[C:21]2[CH:33]=[CH:32][CH:31]=[CH:30][C:22]=2[C:23](N(CC)CC)=O)=[C:16]([CH3:43])[CH:15]=1.C1C[O:47]CC1. Given the product [Cl:13][C:14]1[CH:19]=[CH:18][C:17]2[N:20]([CH2:34][C:35]3[CH:40]=[CH:39][C:38]([O:41][CH3:42])=[CH:37][CH:36]=3)[C:21]3[CH:33]=[CH:32][CH:31]=[CH:30][C:22]=3[CH2:23][C:43](=[O:47])[C:16]=2[CH:15]=1, predict the reactants needed to synthesize it. (7) Given the product [Br:5][C:6]1[CH:12]=[CH:11][C:9]([N:10]=[N:1][CH:18]([C:16]#[N:17])[C:19]([NH2:21])=[O:20])=[CH:8][C:7]=1[O:13][CH3:14], predict the reactants needed to synthesize it. The reactants are: [N:1]([O-])=O.[Na+].[Br:5][C:6]1[CH:12]=[CH:11][C:9]([NH2:10])=[CH:8][C:7]=1[O:13][CH3:14].Cl.[C:16]([CH2:18][C:19]([NH2:21])=[O:20])#[N:17].O.O.O.C([O-])(=O)C.[Na+]. (8) Given the product [Cl:1][C:2]1[C:3]2[N:10]([CH3:11])[CH:9]=[CH:8][C:4]=2[N:5]=[CH:6][N:7]=1, predict the reactants needed to synthesize it. The reactants are: [Cl:1][C:2]1[C:3]2[NH:10][CH:9]=[CH:8][C:4]=2[N:5]=[CH:6][N:7]=1.[CH3:11]S(OC)(=O)=O.C(=O)([O-])[O-].[Cs+].[Cs+].CN(C)C=O. (9) Given the product [CH2:9]([O:8][C:6](=[O:7])[C:5]1[CH:4]=[CH:3][C:2]([O:1][CH2:24][CH2:23][C:13]23[CH2:22][CH:17]4[CH2:18][CH:19]([CH2:21][CH:15]([CH2:16]4)[CH2:14]2)[CH2:20]3)=[CH:12][CH:11]=1)[CH3:10], predict the reactants needed to synthesize it. The reactants are: [OH:1][C:2]1[CH:12]=[CH:11][C:5]([C:6]([O:8][CH2:9][CH3:10])=[O:7])=[CH:4][CH:3]=1.[C:13]12([CH2:23][CH2:24]O)[CH2:22][CH:17]3[CH2:18][CH:19]([CH2:21][CH:15]([CH2:16]3)[CH2:14]1)[CH2:20]2.C1(P(C2C=CC=CC=2)C2C=CC=CC=2)C=CC=CC=1.N(C(OC(C)(C)C)=O)=NC(OC(C)(C)C)=O. (10) Given the product [C:23]([P:18]([CH2:17][C:13]1([C:32]([Ru:28][Cl:31])=[O:34])[CH:14]=[CH:15][CH:16]=[C:11]([CH2:10][P:5]([C:6]([CH3:9])([CH3:8])[CH3:7])[C:1]([CH3:2])([CH3:3])[CH3:4])[CH2:12]1)[C:19]([CH3:22])([CH3:21])[CH3:20])([CH3:26])([CH3:25])[CH3:24], predict the reactants needed to synthesize it. The reactants are: [C:1]([P:5]([CH2:10][C:11]1[CH:16]=[CH:15][CH:14]=[C:13]([CH2:17][P:18]([C:23]([CH3:26])([CH3:25])[CH3:24])[C:19]([CH3:22])([CH3:21])[CH3:20])[CH:12]=1)[C:6]([CH3:9])([CH3:8])[CH3:7])([CH3:4])([CH3:3])[CH3:2].O.[Ru:28]([Cl:31])(Cl)Cl.[CH2:32]([OH:34])C.